This data is from Full USPTO retrosynthesis dataset with 1.9M reactions from patents (1976-2016). The task is: Predict the reactants needed to synthesize the given product. Given the product [OH:1][CH2:2][CH:3]([CH:8]1[C:12]2[CH:13]=[CH:14][C:15]([OH:17])=[CH:16][C:11]=2[O:10][CH2:9]1)[C:4]([O:6][CH3:7])=[O:5], predict the reactants needed to synthesize it. The reactants are: [OH:1][CH2:2][CH:3]([C:8]1[C:12]2[CH:13]=[CH:14][C:15]([O:17]CC3C=CC(OC)=CC=3)=[CH:16][C:11]=2[O:10][CH:9]=1)[C:4]([O:6][CH3:7])=[O:5].